From a dataset of Forward reaction prediction with 1.9M reactions from USPTO patents (1976-2016). Predict the product of the given reaction. Given the reactants [CH3:1][S:2](Cl)(=[O:4])=[O:3].[NH2:6][C:7]([CH3:27])([CH3:26])[CH2:8][C:9]1[N:10]([CH2:23][CH2:24][CH3:25])[N:11]=[C:12]2[C:21]=1[C:20]1[CH:19]=[CH:18][CH:17]=[CH:16][C:15]=1[N:14]=[C:13]2[NH2:22].C(N(CC)CC)C.C(=O)([O-])[O-].[Na+].[Na+], predict the reaction product. The product is: [NH2:22][C:13]1[C:12]2=[N:11][N:10]([CH2:23][CH2:24][CH3:25])[C:9]([CH2:8][C:7]([NH:6][S:2]([CH3:1])(=[O:4])=[O:3])([CH3:27])[CH3:26])=[C:21]2[C:20]2[CH:19]=[CH:18][CH:17]=[CH:16][C:15]=2[N:14]=1.